Dataset: Catalyst prediction with 721,799 reactions and 888 catalyst types from USPTO. Task: Predict which catalyst facilitates the given reaction. (1) Reactant: [OH:1][C:2]([CH3:35])([CH3:34])[CH2:3][C@@:4]1([C:28]2[CH:33]=[CH:32][CH:31]=[CH:30][CH:29]=2)[O:9][C:8](=[O:10])[N:7]([C@H:11]([C:13]2[CH:18]=[CH:17][C:16](B3OC(C)(C)C(C)(C)O3)=[CH:15][CH:14]=2)[CH3:12])[CH2:6][CH2:5]1.Br[C:37]1[CH:38]=[CH:39][C:40](=[O:44])[N:41]([CH3:43])[CH:42]=1. Product: [OH:1][C:2]([CH3:34])([CH3:35])[CH2:3][C@@:4]1([C:28]2[CH:33]=[CH:32][CH:31]=[CH:30][CH:29]=2)[O:9][C:8](=[O:10])[N:7]([C@H:11]([C:13]2[CH:14]=[CH:15][C:16]([C:37]3[CH:38]=[CH:39][C:40](=[O:44])[N:41]([CH3:43])[CH:42]=3)=[CH:17][CH:18]=2)[CH3:12])[CH2:6][CH2:5]1. The catalyst class is: 184. (2) Reactant: [NH:1]1[C:9]2[C:4](=[CH:5][CH:6]=[CH:7][CH:8]=2)[CH:3]=[CH:2]1.[H-].[Na+].CS(C)=O.[C:16]1([S:22](Cl)(=[O:24])=[O:23])[CH:21]=[CH:20][CH:19]=[CH:18][CH:17]=1. Product: [C:16]1([S:22]([N:1]2[C:9]3[C:4](=[CH:5][CH:6]=[CH:7][CH:8]=3)[CH:3]=[CH:2]2)(=[O:24])=[O:23])[CH:21]=[CH:20][CH:19]=[CH:18][CH:17]=1. The catalyst class is: 1. (3) Reactant: C[Al](C)C.[NH:5]1[CH2:10][CH2:9][S:8](=[O:12])(=[O:11])[CH2:7][CH2:6]1.C[O:14][C:15](=O)[C:16]1[CH:21]=[CH:20][C:19]([O:22][CH2:23][C:24]2[C:25]([C:33]3[CH:38]=[CH:37][C:36]([F:39])=[CH:35][CH:34]=3)=[N:26][O:27][C:28]=2[C:29]([F:32])([F:31])[F:30])=[N:18][CH:17]=1.O. Product: [O:11]=[S:8]1(=[O:12])[CH2:9][CH2:10][N:5]([C:15]([C:16]2[CH:17]=[N:18][C:19]([O:22][CH2:23][C:24]3[C:25]([C:33]4[CH:34]=[CH:35][C:36]([F:39])=[CH:37][CH:38]=4)=[N:26][O:27][C:28]=3[C:29]([F:30])([F:32])[F:31])=[CH:20][CH:21]=2)=[O:14])[CH2:6][CH2:7]1. The catalyst class is: 12. (4) The catalyst class is: 6. Product: [Cl:1][C:2]1[CH:3]=[CH:4][C:5]([N:8]2[CH2:13][CH2:12][N:11]([C@H:14]3[CH2:18][CH2:17][C@@H:16]([C:19]([OH:21])=[O:20])[CH2:15]3)[CH2:10][CH2:9]2)=[CH:6][CH:7]=1. Reactant: [Cl:1][C:2]1[CH:7]=[CH:6][C:5]([N:8]2[CH2:13][CH2:12][N:11]([C@H:14]3[CH2:18][CH2:17][C@@H:16]([C:19]([O:21]C)=[O:20])[CH2:15]3)[CH2:10][CH2:9]2)=[CH:4][CH:3]=1.O.[OH-].[Li+]. (5) Reactant: [NH:1]1[CH2:6][CH2:5][CH2:4][CH:3]([NH:7][C@@H:8]2[CH2:13][CH2:12][CH2:11][CH2:10][C@H:9]2[NH:14][C:15](=[O:21])[O:16][C:17]([CH3:20])([CH3:19])[CH3:18])[CH2:2]1.Br[C:23]1[CH:24]=[N:25][C:26]([C:29]([F:32])([F:31])[F:30])=[N:27][CH:28]=1. Product: [F:30][C:29]([F:32])([F:31])[C:26]1[N:27]=[CH:28][C:23]([N:1]2[CH2:6][CH2:5][CH2:4][CH:3]([NH:7][C@@H:8]3[CH2:13][CH2:12][CH2:11][CH2:10][C@H:9]3[NH:14][C:15](=[O:21])[O:16][C:17]([CH3:18])([CH3:20])[CH3:19])[CH2:2]2)=[CH:24][N:25]=1. The catalyst class is: 44. (6) Reactant: C([N+](CCCC)(CCCC)CCCC)CCC.[P:18]([O:22][CH2:23][C@@H:24]1[C@@H:28]([O:29][P:30]([O:33][CH2:34][C@@H:35]2[C@@H:39]([OH:40])[C@@H:38]([OH:41])[C@H:37]([N:42]3[CH:50]=[N:49][C:48]4[C:43]3=[N:44][CH:45]=[N:46][C:47]=4[NH2:51])[O:36]2)([OH:32])=[O:31])[CH2:27][C@H:26]([N:52]2[CH:57]=[CH:56][C:55]([NH2:58])=[N:54][C:53]2=[O:59])[O:25]1)([OH:21])([OH:20])=[O:19].[C:60]([O:64][C:65]([NH:67][C@@H:68]([CH2:75][CH2:76][CH2:77][CH2:78][NH:79][C:80](=[O:85])[C:81]([F:84])([F:83])[F:82])[C:69](OCC#N)=[O:70])=[O:66])([CH3:63])([CH3:62])[CH3:61]. Product: [C:60]([O:64][C:65]([NH:67][C@H:68]([CH2:75][CH2:76][CH2:77][CH2:78][NH:79][C:80](=[O:85])[C:81]([F:83])([F:84])[F:82])[C:69]([O:40][C@H:39]1[C@@H:38]([OH:41])[C@H:37]([N:42]2[CH:50]=[N:49][C:48]3[C:43]2=[N:44][CH:45]=[N:46][C:47]=3[NH2:51])[O:36][C@H:35]1[CH2:34][O:33][P:30]([O:29][C@H:28]1[CH2:27][C@H:26]([N:52]2[CH:57]=[CH:56][C:55]([NH2:58])=[N:54][C:53]2=[O:59])[O:25][C@@H:24]1[CH2:23][O:22][P:18]([OH:21])([OH:20])=[O:19])([OH:32])=[O:31])=[O:70])=[O:66])([CH3:63])([CH3:61])[CH3:62]. The catalyst class is: 10.